This data is from Catalyst prediction with 721,799 reactions and 888 catalyst types from USPTO. The task is: Predict which catalyst facilitates the given reaction. (1) Reactant: [Cl:1][C:2]1[CH:3]=[C:4]2[C:10]([C:11]3[N:16]=[C:15]([NH:17][C@H:18]4[CH2:23][CH2:22][CH2:21][CH2:20][C@@H:19]4[NH2:24])[C:14]([F:25])=[CH:13][N:12]=3)=[CH:9][N:8]([S:26]([C:29]3[CH:35]=[CH:34][C:32]([CH3:33])=[CH:31][CH:30]=3)(=[O:28])=[O:27])[C:5]2=[N:6][CH:7]=1.CCN(C(C)C)C(C)C.Cl[C:46]([O:48][CH3:49])=[O:47]. Product: [Cl:1][C:2]1[CH:3]=[C:4]2[C:10]([C:11]3[N:16]=[C:15]([NH:17][C@H:18]4[CH2:23][CH2:22][CH2:21][CH2:20][C@@H:19]4[NH:24][C:46](=[O:47])[O:48][CH3:49])[C:14]([F:25])=[CH:13][N:12]=3)=[CH:9][N:8]([S:26]([C:29]3[CH:30]=[CH:31][C:32]([CH3:33])=[CH:34][CH:35]=3)(=[O:28])=[O:27])[C:5]2=[N:6][CH:7]=1. The catalyst class is: 317. (2) Reactant: [C:1]([O:9][C:10]1[CH:15]=[CH:14][C:13]([CH3:16])=[C:12]([CH3:17])[C:11]=1[C:18]1[C:23]([OH:24])=[CH:22][CH:21]=[C:20]([CH3:25])[C:19]=1[CH3:26])(=[O:8])[C:2]1[CH:7]=[CH:6][CH:5]=[CH:4][CH:3]=1.[N:27]1([C:33](Cl)=[O:34])[CH2:32][CH2:31][CH2:30][CH2:29][CH2:28]1. Product: [N:27]1([C:33]([O:24][C:23]2[CH:22]=[CH:21][C:20]([CH3:25])=[C:19]([CH3:26])[C:18]=2[C:11]2[C:10]([O:9][C:1](=[O:8])[C:2]3[CH:7]=[CH:6][CH:5]=[CH:4][CH:3]=3)=[CH:15][CH:14]=[C:13]([CH3:16])[C:12]=2[CH3:17])=[O:34])[CH2:32][CH2:31][CH2:30][CH2:29][CH2:28]1. The catalyst class is: 17. (3) Reactant: [NH:1]([C:8]1[CH:13]=[CH:12][C:11]([OH:14])=[CH:10][CH:9]=1)[C:2]1[CH:7]=[CH:6][CH:5]=[CH:4][CH:3]=1.N1C=CN=C1.[C:20]([Si:24](Cl)([CH3:26])[CH3:25])([CH3:23])([CH3:22])[CH3:21].O. Product: [Si:24]([O:14][C:11]1[CH:10]=[CH:9][C:8]([NH:1][C:2]2[CH:7]=[CH:6][CH:5]=[CH:4][CH:3]=2)=[CH:13][CH:12]=1)([C:20]([CH3:23])([CH3:22])[CH3:21])([CH3:26])[CH3:25]. The catalyst class is: 10. (4) Reactant: CCCP(=O)=O.CN(C)C=O.[CH3:12][C:13]1[CH:18]=[CH:17][C:16]([NH2:19])=[CH:15][C:14]=1[NH:20][C:21]1[N:26]=[C:25]([C:27]2[CH:28]=[N:29][CH:30]=[CH:31][CH:32]=2)[CH:24]=[CH:23][N:22]=1.[CH2:33]([N:35]1[C:44]2[C:39](=[CH:40][CH:41]=[C:42]([CH3:45])[N:43]=2)[C:38](=[O:46])[C:37]([C:47](O)=[O:48])=[CH:36]1)[CH3:34].C(N(CC)CC)C.C(=O)([O-])O.[Na+]. Product: [CH3:12][C:13]1[CH:18]=[CH:17][C:16]([NH:19][C:47]([C:37]2[C:38](=[O:46])[C:39]3[C:44](=[N:43][C:42]([CH3:45])=[CH:41][CH:40]=3)[N:35]([CH2:33][CH3:34])[CH:36]=2)=[O:48])=[CH:15][C:14]=1[NH:20][C:21]1[N:26]=[C:25]([C:27]2[CH:28]=[N:29][CH:30]=[CH:31][CH:32]=2)[CH:24]=[CH:23][N:22]=1. The catalyst class is: 675. (5) Reactant: [Cl:1][C:2]1[C:3]2[C:10]([CH3:11])=[CH:9][N:8]([C@@H:12]3[O:27][C@H:26]([CH2:28][O:29]CC4C=CC(Cl)=CC=4Cl)[C@@H:15]([O:16]CC4C=CC(Cl)=CC=4Cl)[C@@:13]3([CH3:39])[OH:14])[C:4]=2[N:5]=[CH:6][N:7]=1.B(Cl)(Cl)Cl. Product: [Cl:1][C:2]1[C:3]2[C:10]([CH3:11])=[CH:9][N:8]([C@@H:12]3[O:27][C@H:26]([CH2:28][OH:29])[C@@H:15]([OH:16])[C@@:13]3([CH3:39])[OH:14])[C:4]=2[N:5]=[CH:6][N:7]=1. The catalyst class is: 4. (6) Reactant: [Al](Cl)(CC)CC.[CH2:7]([O:9][C:10]([C:12]1[NH:13][C:14]2[C:19]([CH:20]=1)=[CH:18][C:17]([Br:21])=[CH:16][CH:15]=2)=[O:11])[CH3:8].[C:22](Cl)(=[O:24])[CH3:23].C([O-])(O)=O.[Na+]. The catalyst class is: 2. Product: [CH2:7]([O:9][C:10]([C:12]1[NH:13][C:14]2[C:19]([C:20]=1[C:22](=[O:24])[CH3:23])=[CH:18][C:17]([Br:21])=[CH:16][CH:15]=2)=[O:11])[CH3:8]. (7) Reactant: Br[C:2]1[C:15](=[O:16])[O:14][C:13]2[C:12]3[C:7]4=[C:8]([CH2:17][CH:18]([CH3:19])[N:6]4[C:5](=[O:20])[C:4]=2[C:3]=1[OH:21])[CH:9]=[CH:10][CH:11]=3.[F:22][C:23]1[CH:24]=[C:25]([SH:29])[CH:26]=[CH:27][CH:28]=1.C(=O)([O-])[O-].[Cs+].[Cs+]. Product: [F:22][C:23]1[CH:24]=[C:25]([S:29][C:2]2[C:15](=[O:16])[O:14][C:13]3[C:12]4[C:7]5=[C:8]([CH2:17][CH:18]([CH3:19])[N:6]5[C:5](=[O:20])[C:4]=3[C:3]=2[OH:21])[CH:9]=[CH:10][CH:11]=4)[CH:26]=[CH:27][CH:28]=1. The catalyst class is: 9.